This data is from Catalyst prediction with 721,799 reactions and 888 catalyst types from USPTO. The task is: Predict which catalyst facilitates the given reaction. (1) Reactant: [C:1]([C:3]1[CH:8]=[CH:7][C:6]([C@@H:9]2[C:14]([C:15]([OH:17])=[O:16])=[C:13]([CH3:18])[N:12]([C:19]3[CH:24]=[CH:23][CH:22]=[C:21]([C:25]([F:28])([F:27])[F:26])[CH:20]=3)[C:11](=[O:29])[N:10]2[S:30]([CH3:33])(=[O:32])=[O:31])=[C:5]([S:34]([CH3:37])(=[O:36])=[O:35])[CH:4]=1)#[N:2].Br[CH2:39][CH2:40][OH:41].C(N(CC)CC)C. Product: [C:1]([C:3]1[CH:8]=[CH:7][C:6]([C@@H:9]2[C:14]([C:15]([O:17][CH2:39][CH2:40][OH:41])=[O:16])=[C:13]([CH3:18])[N:12]([C:19]3[CH:24]=[CH:23][CH:22]=[C:21]([C:25]([F:27])([F:28])[F:26])[CH:20]=3)[C:11](=[O:29])[N:10]2[S:30]([CH3:33])(=[O:31])=[O:32])=[C:5]([S:34]([CH3:37])(=[O:35])=[O:36])[CH:4]=1)#[N:2]. The catalyst class is: 3. (2) Reactant: [C:1]([O:5][C:6]([N:8]1[CH2:13][CH2:12][C:11]([O:19][CH2:20][O:21][CH2:22][C:23]2[CH:28]=[CH:27][CH:26]=[CH:25][CH:24]=2)([CH2:14][CH:15]([CH3:18])[CH2:16][OH:17])[CH2:10][CH2:9]1)=[O:7])([CH3:4])([CH3:3])[CH3:2].CC(OI1(OC(C)=O)(OC(C)=O)OC(=O)C2C=CC=CC1=2)=O. Product: [C:1]([O:5][C:6]([N:8]1[CH2:9][CH2:10][C:11]([O:19][CH2:20][O:21][CH2:22][C:23]2[CH:24]=[CH:25][CH:26]=[CH:27][CH:28]=2)([CH2:14][CH:15]([CH3:18])[CH:16]=[O:17])[CH2:12][CH2:13]1)=[O:7])([CH3:2])([CH3:3])[CH3:4]. The catalyst class is: 4. (3) Reactant: [OH:1][C:2]1[CH:10]=[C:9]2[C:5]([CH2:6][CH2:7][C:8]2=[O:11])=[CH:4][CH:3]=1.[CH:12]1([CH2:16]O)[CH2:15][CH2:14][CH2:13]1.[C:18]1(P([C:20]2[CH:21]=[CH:22]C=[CH:18][CH:19]=2)[C:20]2[CH:21]=[CH:22]C=[CH:18][CH:19]=2)C=[CH:22][CH:21]=[CH:20][CH:19]=1.N(C(OC(C)C)=O)=NC(OC(C)C)=[O:40]. Product: [CH:12]1([CH2:16][O:1][C:2]2[CH:10]=[C:9]3[C:5]([CH2:6][C:7]4([CH2:22][CH2:21][C:20](=[O:40])[CH2:19][CH2:18]4)[C:8]3=[O:11])=[CH:4][CH:3]=2)[CH2:13][CH2:14][CH2:15]1. The catalyst class is: 1.